The task is: Predict the reactants needed to synthesize the given product.. This data is from Full USPTO retrosynthesis dataset with 1.9M reactions from patents (1976-2016). Given the product [CH3:24][O:23][C:20]1[CH:19]=[CH:18][C:17]([CH2:16][N:9]2[C:10]3([CH2:15][CH2:14][CH2:13][CH2:12][CH2:11]3)[C:3]3[C:2](=[O:1])[CH:7]=[CH:6][N:5]([CH3:29])[C:4]=3[C:8]2=[O:25])=[CH:22][CH:21]=1, predict the reactants needed to synthesize it. The reactants are: [OH:1][C:2]1[CH:7]=[CH:6][N:5]=[C:4]2[C:8](=[O:25])[N:9]([CH2:16][C:17]3[CH:22]=[CH:21][C:20]([O:23][CH3:24])=[CH:19][CH:18]=3)[C:10]3([CH2:15][CH2:14][CH2:13][CH2:12][CH2:11]3)[C:3]=12.[H-].[Na+].I[CH3:29].O.